This data is from Full USPTO retrosynthesis dataset with 1.9M reactions from patents (1976-2016). The task is: Predict the reactants needed to synthesize the given product. Given the product [CH:14]1([S:19][CH:4]([C:5]2[CH:10]=[CH:9][C:8]([F:11])=[CH:7][CH:6]=2)[C:3]([OH:2])=[O:13])[CH2:18][CH2:17][CH2:16][CH2:15]1.[CH:14]1([S:19][CH:4]([C:5]2[CH:6]=[CH:7][C:8]([F:11])=[CH:9][CH:10]=2)[C:3]([NH:20][C:21]2[S:22][CH:23]=[CH:24][N:25]=2)=[O:13])[CH2:18][CH2:17][CH2:16][CH2:15]1, predict the reactants needed to synthesize it. The reactants are: C[O:2][C:3](=[O:13])[CH:4](Br)[C:5]1[CH:10]=[CH:9][C:8]([F:11])=[CH:7][CH:6]=1.[CH:14]1([SH:19])[CH2:18][CH2:17][CH2:16][CH2:15]1.[NH2:20][C:21]1[S:22][CH:23]=[CH:24][N:25]=1.